Task: Predict the product of the given reaction.. Dataset: Forward reaction prediction with 1.9M reactions from USPTO patents (1976-2016) (1) Given the reactants [CH:1](O)=[O:2].C(OC(=O)C)(=O)C.[F:11][C:12]1[CH:17]=[C:16]([NH:18][CH:19]([CH3:21])[CH3:20])[CH:15]=[CH:14][C:13]=1[N:22]1[CH2:26][CH2:25][C@H:24]([NH:27][C:28](=[O:34])[O:29][C:30]([CH3:33])([CH3:32])[CH3:31])[C:23]1=[O:35], predict the reaction product. The product is: [F:11][C:12]1[CH:17]=[C:16]([N:18]([CH:1]=[O:2])[CH:19]([CH3:20])[CH3:21])[CH:15]=[CH:14][C:13]=1[N:22]1[CH2:26][CH2:25][C@H:24]([NH:27][C:28](=[O:34])[O:29][C:30]([CH3:33])([CH3:32])[CH3:31])[C:23]1=[O:35]. (2) Given the reactants [Cl:1][C:2]1[C:3]([NH:10][CH:11]2[CH2:16][CH2:15][CH:14]([C:17]3[CH:22]=[CH:21][CH:20]=[CH:19][CH:18]=3)[CH2:13][CH2:12]2)=[CH:4][N:5]=[N:6][C:7]=1[NH:8][NH2:9].C(=O)(O)[O-].[Na+].[CH:28]1([CH2:31][C:32](Cl)=[O:33])[CH2:30][CH2:29]1, predict the reaction product. The product is: [Cl:1][C:2]1[C:3]([NH:10][CH:11]2[CH2:12][CH2:13][CH:14]([C:17]3[CH:22]=[CH:21][CH:20]=[CH:19][CH:18]=3)[CH2:15][CH2:16]2)=[CH:4][N:5]=[N:6][C:7]=1[NH:8][NH:9][C:32](=[O:33])[CH2:31][CH:28]1[CH2:30][CH2:29]1. (3) Given the reactants CO.[CH3:3][C:4]1[CH:9]=[C:8]([C:10]2[C:18]3[C:13](=[CH:14][C:15]4[NH:23][C:22](=[O:24])[CH2:21][CH2:20][CH2:19][C:16]=4[CH:17]=3)[N:12](C(C3C=CC=CC=3)(C3C=CC=CC=3)C3C=CC=CC=3)[N:11]=2)[CH:7]=[CH:6][N:5]=1.[C:44]([OH:50])([C:46]([F:49])([F:48])[F:47])=[O:45], predict the reaction product. The product is: [CH3:3][C:4]1[CH:9]=[C:8]([C:10]2[C:18]3[C:13](=[CH:14][C:15]4[NH:23][C:22](=[O:24])[CH2:21][CH2:20][CH2:19][C:16]=4[CH:17]=3)[NH:12][N:11]=2)[CH:7]=[CH:6][N:5]=1.[C:44]([OH:50])([C:46]([F:49])([F:48])[F:47])=[O:45]. (4) Given the reactants [C:1]([OH:10])(=[O:9])/[CH:2]=[CH:3]\[CH:4]=[CH:5]\[C:6]([OH:8])=[O:7].II.[CH2:13]1COC[CH2:14]1, predict the reaction product. The product is: [CH:2]1([C:1]([OH:10])=[O:9])[CH2:14][CH2:13][CH:5]([C:6]([OH:8])=[O:7])[CH:4]=[CH:3]1. (5) Given the reactants [Cl:1][C:2]1[C:3]([C:9]([OH:11])=O)=[N:4][CH:5]=[C:6]([Cl:8])[CH:7]=1.[CH3:12][N:13]1[CH2:18][CH2:17][NH:16][CH2:15][CH2:14]1, predict the reaction product. The product is: [Cl:1][C:2]1[C:3]([C:9]([N:16]2[CH2:17][CH2:18][N:13]([CH3:12])[CH2:14][CH2:15]2)=[O:11])=[N:4][CH:5]=[C:6]([Cl:8])[CH:7]=1.